Predict the product of the given reaction. From a dataset of Forward reaction prediction with 1.9M reactions from USPTO patents (1976-2016). (1) Given the reactants [N:1]12[CH2:8][CH2:7][C:4]([C:9]([C:17]3[CH:22]=[CH:21][CH:20]=[CH:19][CH:18]=3)([C:11]3[CH:16]=[CH:15][CH:14]=[CH:13][CH:12]=3)[OH:10])([CH2:5][CH2:6]1)[CH2:3][CH2:2]2.[C:23]1([CH2:29][O:30][CH2:31][CH2:32][CH2:33][CH2:34][Br:35])[CH:28]=[CH:27][CH:26]=[CH:25][CH:24]=1, predict the reaction product. The product is: [Br-:35].[OH:10][C:9]([C:17]1[CH:22]=[CH:21][CH:20]=[CH:19][CH:18]=1)([C:11]1[CH:12]=[CH:13][CH:14]=[CH:15][CH:16]=1)[C:4]12[CH2:5][CH2:6][N+:1]([CH2:34][CH2:33][CH2:32][CH2:31][O:30][CH2:29][C:23]3[CH:28]=[CH:27][CH:26]=[CH:25][CH:24]=3)([CH2:2][CH2:3]1)[CH2:8][CH2:7]2. (2) Given the reactants C(O)(C(F)(F)F)=O.C([O:12][C:13](=[O:39])[CH:14]([CH:34]1[CH2:38][CH2:37][CH2:36][CH2:35]1)[CH2:15][S:16]([N:19]1[CH2:24][CH2:23][CH:22]([O:25][C:26]2[CH:31]=[CH:30][C:29]([F:32])=[CH:28][C:27]=2[Br:33])[CH2:21][CH2:20]1)(=[O:18])=[O:17])(C)(C)C, predict the reaction product. The product is: [Br:33][C:27]1[CH:28]=[C:29]([F:32])[CH:30]=[CH:31][C:26]=1[O:25][CH:22]1[CH2:21][CH2:20][N:19]([S:16]([CH2:15][CH:14]([CH:34]2[CH2:38][CH2:37][CH2:36][CH2:35]2)[C:13]([OH:39])=[O:12])(=[O:18])=[O:17])[CH2:24][CH2:23]1. (3) Given the reactants [I:1][C:2]1[CH:7]=[CH:6][C:5]([OH:8])=[CH:4][CH:3]=1.CC(C)([O-])C.[K+].[CH3:15][O:16][CH2:17]Cl.O, predict the reaction product. The product is: [CH3:15][O:16][CH2:17][O:8][C:5]1[CH:6]=[CH:7][C:2]([I:1])=[CH:3][CH:4]=1. (4) Given the reactants [F:1][C:2]1[CH:3]=[C:4]([C:8]2[C:9]([N:17]3[CH2:22][CH2:21][NH:20][CH2:19][CH2:18]3)=[C:10]3[CH:16]=[CH:15][NH:14][C:11]3=[N:12][CH:13]=2)[CH:5]=[CH:6][CH:7]=1.[C:23]([O:27][C:28]([NH:30][C@H:31]([CH2:35][C:36]1[CH:41]=[CH:40][C:39]([Cl:42])=[CH:38][CH:37]=1)[C:32](O)=[O:33])=[O:29])([CH3:26])([CH3:25])[CH3:24].C1C=CC2N(O)N=NC=2C=1.O.CCN=C=NCCCN(C)C.CCN(C(C)C)C(C)C, predict the reaction product. The product is: [Cl:42][C:39]1[CH:40]=[CH:41][C:36]([CH2:35][C@@H:31]([NH:30][C:28](=[O:29])[O:27][C:23]([CH3:25])([CH3:24])[CH3:26])[C:32]([N:20]2[CH2:19][CH2:18][N:17]([C:9]3[C:8]([C:4]4[CH:5]=[CH:6][CH:7]=[C:2]([F:1])[CH:3]=4)=[CH:13][N:12]=[C:11]4[NH:14][CH:15]=[CH:16][C:10]=34)[CH2:22][CH2:21]2)=[O:33])=[CH:37][CH:38]=1. (5) Given the reactants [CH2:1]([O:3][C:4](=[O:43])[CH2:5][CH2:6][N:7]([CH2:38][C:39]([O:41][CH3:42])=[O:40])[C:8]([CH:10]1[N:30](C(OC(C)(C)C)=O)[CH2:29][C:13]2[N:14]([CH2:21][C:22]3[CH:27]=[CH:26][C:25]([F:28])=[CH:24][CH:23]=3)[C:15]3[C:20]([C:12]=2[CH2:11]1)=[CH:19][CH:18]=[CH:17][CH:16]=3)=[O:9])[CH3:2].C(O)(C(F)(F)F)=O, predict the reaction product. The product is: [F:28][C:25]1[CH:26]=[CH:27][C:22]([CH2:21][N:14]2[C:15]3[C:20](=[CH:19][CH:18]=[CH:17][CH:16]=3)[C:12]3[CH2:11][CH:10]([C:8]([N:7]([CH2:6][CH2:5][C:4]([O:3][CH2:1][CH3:2])=[O:43])[CH2:38][C:39]([O:41][CH3:42])=[O:40])=[O:9])[NH:30][CH2:29][C:13]2=3)=[CH:23][CH:24]=1. (6) Given the reactants [CH3:1][O:2][C:3]([C:5]1[CH:14]=[C:13]([C:15]2[CH:20]=[CH:19][CH:18]=[C:17]([Cl:21])[CH:16]=2)[C:8]2[N:9]=[C:10]([NH2:12])[O:11][C:7]=2[CH:6]=1)=[O:4].[CH3:22][C:23]([O:26][C:27](O[C:27]([O:26][C:23]([CH3:25])([CH3:24])[CH3:22])=[O:28])=[O:28])([CH3:25])[CH3:24], predict the reaction product. The product is: [C:23]([O:26][C:27]([NH:12][C:10]1[O:11][C:7]2[CH:6]=[C:5]([C:3]([O:2][CH3:1])=[O:4])[CH:14]=[C:13]([C:15]3[CH:20]=[CH:19][CH:18]=[C:17]([Cl:21])[CH:16]=3)[C:8]=2[N:9]=1)=[O:28])([CH3:25])([CH3:24])[CH3:22]. (7) Given the reactants Cl[C:2]1[CH:7]=[CH:6][N:5]=[C:4]2[CH:8]=[C:9]([C:11]([N:13]3[CH2:17][CH2:16][C@@H:15]([O:18][CH2:19][CH2:20][O:21][CH3:22])[CH2:14]3)=[O:12])[S:10][C:3]=12.[CH3:23][C:24]1[NH:25][C:26]2[C:31]([CH:32]=1)=[CH:30][C:29]([NH2:33])=[CH:28][CH:27]=2, predict the reaction product. The product is: [CH3:22][O:21][CH2:20][CH2:19][O:18][C@@H:15]1[CH2:16][CH2:17][N:13]([C:11]([C:9]2[S:10][C:3]3[C:4](=[N:5][CH:6]=[CH:7][C:2]=3[NH:33][C:29]3[CH:30]=[C:31]4[C:26](=[CH:27][CH:28]=3)[NH:25][C:24]([CH3:23])=[CH:32]4)[CH:8]=2)=[O:12])[CH2:14]1. (8) Given the reactants [In].[CH2:2](Br)[CH:3]=[CH2:4].[CH3:6][O:7][N:8]=[C:9]1[C:18]2[C:13](=[CH:14][CH:15]=[CH:16][CH:17]=2)[C:12](=[O:19])[CH:11]=[C:10]1[OH:20], predict the reaction product. The product is: [CH2:4]([C:9]1([NH:8][O:7][CH3:6])[C:18]2[C:13](=[CH:14][CH:15]=[CH:16][CH:17]=2)[C:12](=[O:19])[CH:11]=[C:10]1[OH:20])[CH:3]=[CH2:2]. (9) Given the reactants [CH3:1][N:2]1[C:10]([C:11]2[CH:16]=[CH:15][C:14]([O:17][C:18]([F:21])([F:20])[F:19])=[CH:13][CH:12]=2)=[C:9]2[C:4]([C:5]3[CH:25]=[CH:24][C:23]([C:26](OC)=[O:27])=[CH:22][C:6]=3[CH:7]=[CH:8]2)=[N:3]1.CC(C[AlH]CC(C)C)C, predict the reaction product. The product is: [CH3:1][N:2]1[C:10]([C:11]2[CH:16]=[CH:15][C:14]([O:17][C:18]([F:19])([F:20])[F:21])=[CH:13][CH:12]=2)=[C:9]2[C:4]([C:5]3[CH:25]=[CH:24][C:23]([CH2:26][OH:27])=[CH:22][C:6]=3[CH:7]=[CH:8]2)=[N:3]1. (10) The product is: [OH:22][C:21]1[C:16]2[N:17]([C:13]([C:11]([NH:10][CH2:9][C:8]([NH:7][C:6](=[O:36])[O:5][C:1]([CH3:4])([CH3:3])[CH3:2])([CH3:35])[CH2:32][CH2:33][CH3:34])=[O:12])=[C:14]([CH3:31])[N:15]=2)[CH:18]=[C:19]([CH3:30])[CH:20]=1. Given the reactants [C:1]([O:5][C:6](=[O:36])[NH:7][C:8]([CH3:35])([CH2:32][CH2:33][CH3:34])[CH2:9][NH:10][C:11]([C:13]1[N:17]2[CH:18]=[C:19]([CH3:30])[CH:20]=[C:21]([O:22]CC3C=CC=CC=3)[C:16]2=[N:15][C:14]=1[CH3:31])=[O:12])([CH3:4])([CH3:3])[CH3:2], predict the reaction product.